This data is from Reaction yield outcomes from USPTO patents with 853,638 reactions. The task is: Predict the reaction yield, written as a fraction of the theoretical maximum amount of product (1.0 means a 100% yield; for example, 0.34 means a 34% yield). The reactants are [F:1][C:2]([F:29])([F:28])[C:3]1[CH:4]=[C:5]([CH:25]=[CH:26][CH:27]=1)[CH2:6][CH:7]1[S:11][C:10](=[N:12][C:13]2[CH:23]=[CH:22][C:16]([C:17]([O:19]CC)=[O:18])=[CH:15][CH:14]=2)[NH:9][C:8]1=[O:24].Cl. The catalyst is O1CCOCC1.O.[Li+].[OH-]. The product is [F:29][C:2]([F:1])([F:28])[C:3]1[CH:4]=[C:5]([CH:25]=[CH:26][CH:27]=1)[CH2:6][CH:7]1[S:11][C:10](=[N:12][C:13]2[CH:23]=[CH:22][C:16]([C:17]([OH:19])=[O:18])=[CH:15][CH:14]=2)[NH:9][C:8]1=[O:24]. The yield is 0.990.